From a dataset of Full USPTO retrosynthesis dataset with 1.9M reactions from patents (1976-2016). Predict the reactants needed to synthesize the given product. Given the product [Br:1][C:2]1[CH:3]=[CH:4][C:5]([N:8]2[C:9]3[CH:14]=[CH:13][C:12]([O:15][CH3:16])=[CH:11][C:10]=3[N:17]=[C:18]2[C:19]([F:22])([F:21])[F:20])=[N:6][CH:7]=1, predict the reactants needed to synthesize it. The reactants are: [Br:1][C:2]1[CH:3]=[CH:4][C:5]([NH:8][C:9]2[CH:14]=[CH:13][C:12]([O:15][CH3:16])=[CH:11][C:10]=2[NH:17][C:18](=O)[C:19]([F:22])([F:21])[F:20])=[N:6][CH:7]=1.O(C(C(F)(F)F)=O)C(C(F)(F)F)=O.